This data is from Forward reaction prediction with 1.9M reactions from USPTO patents (1976-2016). The task is: Predict the product of the given reaction. (1) Given the reactants Cl[C:2]1[CH:7]=[CH:6][N:5]=[C:4]2[N:8](S(C3C=CC(C)=CC=3)(=O)=O)[C:9]([C:11]3[C:19]4[C:14](=[CH:15][CH:16]=[C:17]([C:20]([O:22][CH3:23])=[O:21])[CH:18]=4)[N:13]([CH3:24])[CH:12]=3)=[CH:10][C:3]=12.[CH3:35][N:36](C)C(=O)C, predict the reaction product. The product is: [CH3:23][O:22][C:20]([C:17]1[CH:18]=[C:19]2[C:14](=[CH:15][CH:16]=1)[N:13]([CH3:24])[CH:12]=[C:11]2[C:9]1[NH:8][C:4]2=[N:5][CH:6]=[CH:7][C:2]([C:35]#[N:36])=[C:3]2[CH:10]=1)=[O:21]. (2) Given the reactants Br[CH2:2][C:3]([C:5]1[CH:10]=[CH:9][C:8]([F:11])=[CH:7][C:6]=1[F:12])=[O:4].[S-:13][C:14]#[N:15].[K+].O, predict the reaction product. The product is: [F:12][C:6]1[CH:7]=[C:8]([F:11])[CH:9]=[CH:10][C:5]=1[C:3](=[O:4])[CH2:2][S:13][C:14]#[N:15]. (3) Given the reactants Br[C:2]1[CH:28]=[CH:27][C:5]([C:6]([NH:8][C:9]2[CH:14]=[CH:13][C:12]([O:15][CH3:16])=[C:11]([NH:17][C:18](=[O:26])[CH2:19][N:20]3[CH2:25][CH2:24][O:23][CH2:22][CH2:21]3)[CH:10]=2)=[O:7])=[CH:4][CH:3]=1.[F:29][C:30]1[CH:35]=[CH:34][CH:33]=[CH:32][C:31]=1B(O)O.C(=O)([O-])[O-].[Na+].[Na+], predict the reaction product. The product is: [F:29][C:30]1[CH:35]=[CH:34][CH:33]=[CH:32][C:31]=1[C:2]1[CH:28]=[CH:27][C:5]([C:6]([NH:8][C:9]2[CH:14]=[CH:13][C:12]([O:15][CH3:16])=[C:11]([NH:17][C:18](=[O:26])[CH2:19][N:20]3[CH2:25][CH2:24][O:23][CH2:22][CH2:21]3)[CH:10]=2)=[O:7])=[CH:4][CH:3]=1.